From a dataset of Full USPTO retrosynthesis dataset with 1.9M reactions from patents (1976-2016). Predict the reactants needed to synthesize the given product. (1) Given the product [F:23][C:22]([F:25])([F:24])[C:20]([OH:26])=[O:21].[F:1][C:2]([F:18])([F:19])[CH:3]([NH:6][CH2:7][C@@H:8]([NH2:10])[CH3:9])[CH2:4][I:5], predict the reactants needed to synthesize it. The reactants are: [F:1][C:2]([F:19])([F:18])[CH:3]([NH:6][CH2:7][C@@H:8]([NH:10]C(=O)OC(C)(C)C)[CH3:9])[CH2:4][I:5].[C:20]([OH:26])([C:22]([F:25])([F:24])[F:23])=[O:21]. (2) Given the product [F:1][C:2]1[CH:3]=[C:4]([C@@H:9]([C:34]2[CH:39]=[CH:38][C:37]([S:40]([CH3:43])(=[O:41])=[O:42])=[CH:36][CH:35]=2)[CH2:10][CH2:11][N:12]2[CH2:13][CH2:14][CH:15]([CH2:18][CH2:19][S:20]([C:23]3[CH:24]=[CH:25][C:26]([O:27][CH2:28][C:29]([NH:50][CH3:48])=[O:31])=[CH:32][CH:33]=3)(=[O:22])=[O:21])[CH2:16][CH2:17]2)[CH:5]=[C:6]([F:8])[CH:7]=1, predict the reactants needed to synthesize it. The reactants are: [F:1][C:2]1[CH:3]=[C:4]([C@@H:9]([C:34]2[CH:39]=[CH:38][C:37]([S:40]([CH3:43])(=[O:42])=[O:41])=[CH:36][CH:35]=2)[CH2:10][CH2:11][N:12]2[CH2:17][CH2:16][CH:15]([CH2:18][CH2:19][S:20]([C:23]3[CH:33]=[CH:32][C:26]([O:27][CH2:28][C:29]([OH:31])=O)=[CH:25][CH:24]=3)(=[O:22])=[O:21])[CH2:14][CH2:13]2)[CH:5]=[C:6]([F:8])[CH:7]=1.C1C=CC2N(O)N=[N:50][C:48]=2C=1.CCN=C=NCCCN(C)C.N.C(=O)([O-])[O-].